From a dataset of Retrosynthesis with 50K atom-mapped reactions and 10 reaction types from USPTO. Predict the reactants needed to synthesize the given product. (1) Given the product O=Cc1cccc(COc2cccc(-c3ccsc3)c2)c1, predict the reactants needed to synthesize it. The reactants are: CCCC[Sn](CCCC)(CCCC)c1ccsc1.O=Cc1cccc(COc2cccc(Br)c2)c1. (2) Given the product CCOC(=O)c1cc(C#N)c(N2CC(C(=O)NS(=O)(=O)Cc3cccc(F)c3)C2)nc1C(F)F, predict the reactants needed to synthesize it. The reactants are: CCOC(=O)c1cc(C#N)c(N2CC(C(=O)O)C2)nc1C(F)F.NS(=O)(=O)Cc1cccc(F)c1. (3) The reactants are: CCCCCCCNC(=O)N(C)c1cccc(-c2ccc(CCC(=O)OC)cc2C)c1. Given the product CCCCCCCNC(=O)N(C)c1cccc(-c2ccc(CCC(=O)O)cc2C)c1, predict the reactants needed to synthesize it. (4) Given the product NC(=O)c1cc(-c2cccnc2[C@H](Cc2cc(F)cc(F)c2)NC(=O)Cn2nc(C(F)(F)F)c3cc(F)ccc32)ccc1F, predict the reactants needed to synthesize it. The reactants are: NC(=O)c1cc(-c2cccnc2[C@@H](N)Cc2cc(F)cc(F)c2)ccc1F.O=C(O)Cn1nc(C(F)(F)F)c2cc(F)ccc21. (5) The reactants are: CCOC(=O)Cn1ncc2c1CCC[C@H]2NC(=O)OCc1ccccc1. Given the product CCOC(=O)Cn1ncc2c1CCC[C@H]2N, predict the reactants needed to synthesize it. (6) The reactants are: CCOC(=O)CC1(c2ccc(O)cc2)COC1.Cc1ccc(CBr)cc1C(F)(F)F. Given the product CCOC(=O)CC1(c2ccc(OCc3ccc(C)c(C(F)(F)F)c3)cc2)COC1, predict the reactants needed to synthesize it. (7) Given the product CNCCNc1cc(Oc2ccc3c(C(=O)NCCN4CCOCC4)cccc3c2)ncn1, predict the reactants needed to synthesize it. The reactants are: CNCCN.CNc1cc(Oc2ccc3c(C(=O)NCCN4CCOCC4)cccc3c2)ncn1.